From a dataset of Reaction yield outcomes from USPTO patents with 853,638 reactions. Predict the reaction yield, written as a fraction of the theoretical maximum amount of product (1.0 means a 100% yield; for example, 0.34 means a 34% yield). The reactants are [F:1][C:2]1[CH:21]=[CH:20][C:5]([NH:6][C:7]([N:9]2[CH2:14][CH2:13][NH:12][CH:11]([C:15]([O:17][CH2:18][CH3:19])=[O:16])[CH2:10]2)=[O:8])=[CH:4][CH:3]=1.[CH2:22]([O:26][C:27]1[CH:32]=[CH:31][C:30]([S:33](Cl)(=[O:35])=[O:34])=[CH:29][CH:28]=1)[C:23]#[C:24][CH3:25]. No catalyst specified. The product is [CH2:22]([O:26][C:27]1[CH:32]=[CH:31][C:30]([S:33]([N:12]2[CH2:13][CH2:14][N:9]([C:7]([NH:6][C:5]3[CH:4]=[CH:3][C:2]([F:1])=[CH:21][CH:20]=3)=[O:8])[CH2:10][CH:11]2[C:15]([O:17][CH2:18][CH3:19])=[O:16])(=[O:35])=[O:34])=[CH:29][CH:28]=1)[C:23]#[C:24][CH3:25]. The yield is 0.700.